Dataset: Forward reaction prediction with 1.9M reactions from USPTO patents (1976-2016). Task: Predict the product of the given reaction. (1) Given the reactants Cl[C:2]1[C:7]([CH3:8])=[CH:6][CH:5]=[CH:4][N:3]=1.[F:9][C:10]([F:21])([F:20])[C:11]1[CH:16]=[CH:15][C:14](B(O)O)=[CH:13][CH:12]=1, predict the reaction product. The product is: [CH3:8][C:7]1[C:2]([C:14]2[CH:15]=[CH:16][C:11]([C:10]([F:21])([F:20])[F:9])=[CH:12][CH:13]=2)=[N:3][CH:4]=[CH:5][CH:6]=1. (2) Given the reactants [CH3:1][N:2]1[CH:6]=[N:5][N:4]=[N:3]1.C([Li])CCC.CON(C)[C:15](=[O:27])[C:16]1[CH:21]=[CH:20][CH:19]=[C:18]([O:22][C:23]([F:26])([F:25])[F:24])[CH:17]=1.Cl, predict the reaction product. The product is: [CH3:1][N:2]1[C:6]([C:15]([C:16]2[CH:21]=[CH:20][CH:19]=[C:18]([O:22][C:23]([F:24])([F:25])[F:26])[CH:17]=2)=[O:27])=[N:5][N:4]=[N:3]1. (3) Given the reactants [F:1][C:2]1[N:7]=[CH:6][C:5]([C:8]2([C:15]#[N:16])[CH2:13][CH2:12][C:11](=O)[CH2:10][CH2:9]2)=[CH:4][CH:3]=1.[FH:17].[FH:18].F.C(N(CC)CC)C, predict the reaction product. The product is: [F:17][C:11]1([F:18])[CH2:12][CH2:13][C:8]([C:5]2[CH:6]=[N:7][C:2]([F:1])=[CH:3][CH:4]=2)([C:15]#[N:16])[CH2:9][CH2:10]1. (4) The product is: [N+:14]([C:11]1[CH:12]=[CH:13][C:8]([N:4]2[CH:5]=[CH:6][CH:7]=[C:2]([CH:21]=[CH2:22])[C:3]2=[O:20])=[C:9](/[CH:17]=[CH:18]/[CH3:19])[CH:10]=1)([O-:16])=[O:15]. Given the reactants Br[C:2]1[C:3](=[O:20])[N:4]([C:8]2[CH:13]=[CH:12][C:11]([N+:14]([O-:16])=[O:15])=[CH:10][C:9]=2/[CH:17]=[CH:18]/[CH3:19])[CH:5]=[CH:6][CH:7]=1.[CH2:21](C([Sn])=C(CCCC)CCCC)[CH2:22]CC, predict the reaction product. (5) Given the reactants [NH2:1][C:2]1[N:7]=[C:6]([N:8]2[C@H:13]([CH3:14])[CH2:12][CH2:11][C@H:10]([C:15]([OH:17])=O)[CH2:9]2)[CH:5]=[C:4]([C:18]2[CH:23]=[CH:22][C:21]([C:24]#[N:25])=[C:20]([F:26])[CH:19]=2)[N:3]=1.CN(C(ON1N=NC2C=CC=NC1=2)=[N+](C)C)C.F[P-](F)(F)(F)(F)F.CCN(C(C)C)C(C)C.[CH:60]1([CH2:66][NH2:67])[CH2:65][CH2:64][CH2:63][CH2:62][CH2:61]1, predict the reaction product. The product is: [NH2:1][C:2]1[N:7]=[C:6]([N:8]2[C@H:13]([CH3:14])[CH2:12][CH2:11][C@H:10]([C:15]([NH:67][CH2:66][CH:60]3[CH2:65][CH2:64][CH2:63][CH2:62][CH2:61]3)=[O:17])[CH2:9]2)[CH:5]=[C:4]([C:18]2[CH:23]=[CH:22][C:21]([C:24]#[N:25])=[C:20]([F:26])[CH:19]=2)[N:3]=1. (6) Given the reactants [CH2:1]([O:8][C:9]1[CH:14]=[CH:13][C:12]([NH:15][C:16]2[C:25]3[C:20](=[CH:21][C:22]([F:36])=[C:23]([C:26]4[O:27][C:28]([CH:31]5OCC[O:32]5)=[CH:29][CH:30]=4)[CH:24]=3)[N:19]=[CH:18][N:17]=2)=[CH:11][CH:10]=1)[C:2]1[CH:7]=[CH:6][CH:5]=[CH:4][CH:3]=1.[ClH:37], predict the reaction product. The product is: [ClH:37].[CH2:1]([O:8][C:9]1[CH:10]=[CH:11][C:12]([NH:15][C:16]2[C:25]3[C:20](=[CH:21][C:22]([F:36])=[C:23]([C:26]4[O:27][C:28]([CH:31]=[O:32])=[CH:29][CH:30]=4)[CH:24]=3)[N:19]=[CH:18][N:17]=2)=[CH:13][CH:14]=1)[C:2]1[CH:7]=[CH:6][CH:5]=[CH:4][CH:3]=1.